Dataset: Forward reaction prediction with 1.9M reactions from USPTO patents (1976-2016). Task: Predict the product of the given reaction. (1) Given the reactants [C:1]([NH:24][CH2:25][CH2:26][NH:27][C:28](=[O:39])[CH2:29][N:30](C)[C:31](=O)OC(C)(C)C)(=[O:23])[CH2:2][CH2:3]/[CH:4]=[CH:5]\[CH2:6]/[CH:7]=[CH:8]\[CH2:9]/[CH:10]=[CH:11]\[CH2:12]/[CH:13]=[CH:14]\[CH2:15]/[CH:16]=[CH:17]\[CH2:18]/[CH:19]=[CH:20]\[CH2:21][CH3:22].Cl.C([O-])([O-])=O.[Na+].[Na+], predict the reaction product. The product is: [CH3:31][NH:30][CH2:29][C:28]([NH:27][CH2:26][CH2:25][NH:24][C:1](=[O:23])[CH2:2][CH2:3]/[CH:4]=[CH:5]\[CH2:6]/[CH:7]=[CH:8]\[CH2:9]/[CH:10]=[CH:11]\[CH2:12]/[CH:13]=[CH:14]\[CH2:15]/[CH:16]=[CH:17]\[CH2:18]/[CH:19]=[CH:20]\[CH2:21][CH3:22])=[O:39]. (2) Given the reactants [N+:1]([CH2:4][CH:5]([NH:16][C:17](=[O:23])[O:18][C:19]([CH3:22])([CH3:21])[CH3:20])[C:6]1[CH:11]=[CH:10][CH:9]=[C:8]([C:12]([F:15])([F:14])[F:13])[CH:7]=1)([O-])=O.[H][H], predict the reaction product. The product is: [NH2:1][CH2:4][CH:5]([NH:16][C:17](=[O:23])[O:18][C:19]([CH3:21])([CH3:20])[CH3:22])[C:6]1[CH:11]=[CH:10][CH:9]=[C:8]([C:12]([F:15])([F:14])[F:13])[CH:7]=1. (3) Given the reactants C([C:5]1[CH:6]=[C:7](C(CCCCCCCCC[Si](OCC)(OCC)C)C([O-])=O)[CH:8]=[C:9](/[CH:12]=[N:13]/[C@@H:14]2CCCC[C@H:15]2/[N:20]=[CH:21]/[C:22]2[CH:27]=[C:26](C(C)(C)C)[CH:25]=[C:24](C(C)(C)C)[C:23]=2[OH:36])[C:10]=1[OH:11])(C)(C)C, predict the reaction product. The product is: [CH:26]1[CH:25]=[CH:24][C:23](=[O:36])/[C:22](=[CH:21]\[NH:20][CH2:15][CH2:14][NH:13]/[CH:12]=[C:9]2\[C:10]([CH:5]=[CH:6][CH:7]=[CH:8]\2)=[O:11])/[CH:27]=1. (4) The product is: [CH3:19][S:20]([O:1][CH2:2][CH2:3][NH:4][C:5]([O:6][C:7]([CH3:8])([CH3:10])[CH3:9])=[O:11])(=[O:22])=[O:21]. Given the reactants [OH:1][CH2:2][CH2:3][NH:4][C:5](=[O:11])[O:6][C:7]([CH3:10])([CH3:9])[CH3:8].C(N(CC)CC)C.[CH3:19][S:20](Cl)(=[O:22])=[O:21].O, predict the reaction product. (5) Given the reactants [Br:1][C:2]1[CH:9]=[C:8](F)[C:7]([F:11])=[CH:6][C:3]=1[C:4]#[N:5].[NH2:12][C@@H:13]1[CH2:18][CH2:17][CH2:16][CH2:15][C@@H:14]1[NH:19][C:20](=[O:26])[O:21][C:22]([CH3:25])([CH3:24])[CH3:23].CCN(C(C)C)C(C)C.O, predict the reaction product. The product is: [Br:1][C:2]1[C:3]([C:4]#[N:5])=[CH:6][C:7]([F:11])=[C:8]([NH:12][C@@H:13]2[CH2:18][CH2:17][CH2:16][CH2:15][C@@H:14]2[NH:19][C:20](=[O:26])[O:21][C:22]([CH3:24])([CH3:23])[CH3:25])[CH:9]=1. (6) Given the reactants C([O-])([O-])=O.[Cs+].[Cs+].[CH2:7]([C:14]1([CH3:32])[N:19]([CH3:20])[C:18](=[O:21])/[C:17](=[CH:22]/[C:23]2[C:24](I)=[N:25][CH:26]=[CH:27][CH:28]=2)/[N:16]([CH3:30])[C:15]1=[O:31])[C:8]1[CH:13]=[CH:12][CH:11]=[CH:10][CH:9]=1.C(O)(=O)CC(CC(O)=O)(C(O)=O)O.[NH:46]1[CH2:51][CH2:50][O:49][CH2:48][CH2:47]1, predict the reaction product. The product is: [CH2:7]([C:14]1([CH3:32])[N:19]([CH3:20])[C:18](=[O:21])[C:17](=[CH:22][C:23]2[C:24]([N:46]3[CH2:51][CH2:50][O:49][CH2:48][CH2:47]3)=[N:25][CH:26]=[CH:27][CH:28]=2)[N:16]([CH3:30])[C:15]1=[O:31])[C:8]1[CH:13]=[CH:12][CH:11]=[CH:10][CH:9]=1. (7) Given the reactants Cl[C:2]1[N:7]=[CH:6][C:5]([S:8]([N:11]([CH2:18][CH:19]2[CH2:23][O:22][C:21]([CH3:25])([CH3:24])[O:20]2)[C:12]2[CH:17]=[CH:16][CH:15]=[CH:14][CH:13]=2)(=[O:10])=[O:9])=[CH:4][CH:3]=1.O.[NH2:27][NH2:28], predict the reaction product. The product is: [CH3:24][C:21]1([CH3:25])[O:20][CH:19]([CH2:18][N:11]([C:12]2[CH:17]=[CH:16][CH:15]=[CH:14][CH:13]=2)[S:8]([C:5]2[CH:6]=[N:7][C:2]([NH:27][NH2:28])=[CH:3][CH:4]=2)(=[O:10])=[O:9])[CH2:23][O:22]1.